From a dataset of Full USPTO retrosynthesis dataset with 1.9M reactions from patents (1976-2016). Predict the reactants needed to synthesize the given product. (1) Given the product [CH3:20][S:17]([C:12]1[CH:13]=[CH:14][CH:15]=[CH:16][C:11]=1[NH:10][C:6]1[C:5]2[N:4]([N:3]=[C:2]([NH:32][C:31]3[CH:33]=[CH:34][CH:35]=[C:29]([N:26]4[CH2:25][CH2:24][N:23]([CH3:22])[CH2:28][CH2:27]4)[CH:30]=3)[N:21]=2)[CH:9]=[CH:8][CH:7]=1)(=[O:19])=[O:18], predict the reactants needed to synthesize it. The reactants are: Cl[C:2]1[N:21]=[C:5]2[C:6]([NH:10][C:11]3[CH:16]=[CH:15][CH:14]=[CH:13][C:12]=3[S:17]([CH3:20])(=[O:19])=[O:18])=[CH:7][CH:8]=[CH:9][N:4]2[N:3]=1.[CH3:22][N:23]1[CH2:28][CH2:27][N:26]([C:29]2[CH:30]=[C:31]([CH:33]=[CH:34][CH:35]=2)[NH2:32])[CH2:25][CH2:24]1.C1(P(C2CCCCC2)C2C=CC=CC=2C2C=CC=CC=2P(C2CCCCC2)C2CCCCC2)CCCCC1. (2) Given the product [C:25]([O:28][C:29]1[CH:37]=[CH:36][C:32]([C:33]([O:35][CH2:44][CH:42]2[CH2:41][O:40][C:39]([CH3:46])([CH3:38])[O:43]2)=[O:34])=[CH:31][CH:30]=1)(=[O:27])[CH3:26], predict the reactants needed to synthesize it. The reactants are: CN(C(ON1N=NC2C=CC=CC1=2)=[N+](C)C)C.F[P-](F)(F)(F)(F)F.[C:25]([O:28][C:29]1[CH:37]=[CH:36][C:32]([C:33]([OH:35])=[O:34])=[CH:31][CH:30]=1)(=[O:27])[CH3:26].[CH3:38][C:39]1([CH3:46])[O:43][CH:42]([CH2:44]O)[CH2:41][O:40]1.C(N(CC)CC)C. (3) Given the product [CH3:15][N:1]1[C:9]2[C:4](=[CH:5][C:6]([C:10](=[O:12])[CH3:11])=[CH:7][CH:8]=2)[CH:3]=[CH:2]1, predict the reactants needed to synthesize it. The reactants are: [NH:1]1[C:9]2[C:4](=[CH:5][C:6]([C:10](=[O:12])[CH3:11])=[CH:7][CH:8]=2)[CH:3]=[CH:2]1.IC.[C:15](=O)([O-])[O-].[Cs+].[Cs+]. (4) Given the product [Cl:25][C:12]1[CH:11]=[C:10]([NH:9][C:3]2[CH:8]=[CH:7][N:6]=[CH:5][CH:4]=2)[CH:24]=[CH:23][C:13]=1[C:14]([C:16]1[CH:21]=[CH:20][CH:19]=[CH:18][C:17]=1[CH3:22])=[O:15], predict the reactants needed to synthesize it. The reactants are: Cl.Cl[C:3]1[CH:8]=[CH:7][N:6]=[CH:5][CH:4]=1.[NH2:9][C:10]1[CH:24]=[CH:23][C:13]([C:14]([C:16]2[CH:21]=[CH:20][CH:19]=[CH:18][C:17]=2[CH3:22])=[O:15])=[C:12]([Cl:25])[CH:11]=1.CC([O-])(C)C.[K+].